This data is from Full USPTO retrosynthesis dataset with 1.9M reactions from patents (1976-2016). The task is: Predict the reactants needed to synthesize the given product. Given the product [CH3:1][O:2][C:3](=[O:11])[C:4]1[CH:9]=[CH:8][CH:7]=[CH:6][C:5]=1[NH:10][C:15](=[O:17])[CH2:14][C:13](=[O:16])[CH3:12], predict the reactants needed to synthesize it. The reactants are: [CH3:1][O:2][C:3](=[O:11])[C:4]1[CH:9]=[CH:8][CH:7]=[CH:6][C:5]=1[NH2:10].[CH2:12]=[C:13]1[O:16][C:15](=[O:17])[CH2:14]1.CCCCCC.C(OCC)(=O)C.